The task is: Regression. Given two drug SMILES strings and cell line genomic features, predict the synergy score measuring deviation from expected non-interaction effect.. This data is from NCI-60 drug combinations with 297,098 pairs across 59 cell lines. (1) Drug 1: C(=O)(N)NO. Synergy scores: CSS=7.06, Synergy_ZIP=-1.40, Synergy_Bliss=-0.194, Synergy_Loewe=-10.9, Synergy_HSA=0.121. Cell line: MCF7. Drug 2: CN(CCCl)CCCl.Cl. (2) Drug 1: CS(=O)(=O)OCCCCOS(=O)(=O)C. Drug 2: CC(C)(C#N)C1=CC(=CC(=C1)CN2C=NC=N2)C(C)(C)C#N. Cell line: SK-MEL-5. Synergy scores: CSS=3.39, Synergy_ZIP=4.65, Synergy_Bliss=13.3, Synergy_Loewe=5.14, Synergy_HSA=5.89.